Dataset: Full USPTO retrosynthesis dataset with 1.9M reactions from patents (1976-2016). Task: Predict the reactants needed to synthesize the given product. (1) Given the product [Cl:1][C:2]1[C:10]([C:11]([C:14]#[N:15])([CH3:13])[CH3:12])=[CH:9][CH:8]=[CH:7][C:3]=1[C:4]([NH:27][C:28]1[CH:51]=[C:32]([O:33][C:34]2[CH:48]=[CH:47][C:37]3[N:38]=[C:39]([NH:41][C:42]([CH:44]4[CH2:46][CH2:45]4)=[O:43])[S:40][C:36]=3[C:35]=2[C:49]#[N:50])[C:31]([Cl:52])=[CH:30][C:29]=1[F:53])=[O:6], predict the reactants needed to synthesize it. The reactants are: [Cl:1][C:2]1[C:10]([C:11]([C:14]#[N:15])([CH3:13])[CH3:12])=[CH:9][CH:8]=[CH:7][C:3]=1[C:4]([OH:6])=O.C(Cl)(=O)C(Cl)=O.CN(C)C=O.[NH2:27][C:28]1[C:29]([F:53])=[CH:30][C:31]([Cl:52])=[C:32]([CH:51]=1)[O:33][C:34]1[CH:48]=[CH:47][C:37]2[N:38]=[C:39]([NH:41][C:42]([CH:44]3[CH2:46][CH2:45]3)=[O:43])[S:40][C:36]=2[C:35]=1[C:49]#[N:50]. (2) Given the product [OH2:35].[NH2:1][C:2]1[CH:7]=[CH:6][N:5]=[C:4]([C:8]2[N:9]=[N:10][N:11]([CH2:19][C:20]3[CH:25]=[C:24]([C:26]([F:27])([F:28])[F:29])[CH:23]=[C:22]([C:30]([F:32])([F:31])[F:33])[CH:21]=3)[C:12]=2[C:13]2[CH:18]=[CH:17][CH:16]=[CH:15][CH:14]=2)[C:3]=1[C:34]([C:36]1[CH:41]=[CH:40][CH:39]=[CH:38][C:37]=1[Cl:42])=[O:35].[NH2:1][C:2]1[CH:7]=[CH:6][N:5]=[C:4]([C:8]2[N:9]=[N:10][N:11]([CH2:19][C:20]3[CH:25]=[C:24]([C:26]([F:27])([F:28])[F:29])[CH:23]=[C:22]([C:30]([F:32])([F:31])[F:33])[CH:21]=3)[C:12]=2[C:13]2[CH:18]=[CH:17][CH:16]=[CH:15][CH:14]=2)[C:3]=1[C:34]([C:36]1[CH:41]=[CH:40][CH:39]=[CH:38][C:37]=1[Cl:42])=[O:35], predict the reactants needed to synthesize it. The reactants are: [NH2:1][C:2]1[CH:7]=[CH:6][N:5]=[C:4]([C:8]2[N:9]=[N:10][N:11]([CH2:19][C:20]3[CH:25]=[C:24]([C:26]([F:29])([F:28])[F:27])[CH:23]=[C:22]([C:30]([F:33])([F:32])[F:31])[CH:21]=3)[C:12]=2[C:13]2[CH:18]=[CH:17][CH:16]=[CH:15][CH:14]=2)[C:3]=1[C:34]([C:36]1[CH:41]=[CH:40][CH:39]=[CH:38][C:37]=1[Cl:42])=[O:35].